Dataset: Reaction yield outcomes from USPTO patents with 853,638 reactions. Task: Predict the reaction yield, written as a fraction of the theoretical maximum amount of product (1.0 means a 100% yield; for example, 0.34 means a 34% yield). (1) The reactants are [H-].[Na+].[F:3][C:4]([F:14])([F:13])[CH:5]([C:7]1[CH:12]=[CH:11][CH:10]=[CH:9][CH:8]=1)[OH:6].[Cl:15][C:16]1[CH:21]=[C:20](Cl)[N:19]=[CH:18][N:17]=1. The catalyst is C1COCC1.CCOC(C)=O. The product is [Cl:15][C:16]1[CH:21]=[C:20]([O:6][CH:5]([C:7]2[CH:12]=[CH:11][CH:10]=[CH:9][CH:8]=2)[C:4]([F:13])([F:14])[F:3])[N:19]=[CH:18][N:17]=1. The yield is 0.950. (2) The reactants are [OH:1][C:2]1[CH:7]=[CH:6][N:5]=[C:4]([C:8]([O:10][CH2:11][CH3:12])=[O:9])[CH:3]=1.Cl[CH2:14][C:15]1[S:16][CH:17]=[C:18]([CH:20]([CH3:22])[CH3:21])[N:19]=1.[I-].[K+].C(=O)([O-])[O-].[K+].[K+]. The catalyst is CN(C)C=O. The product is [CH:20]([C:18]1[N:19]=[C:15]([CH2:14][O:1][C:2]2[CH:7]=[CH:6][N:5]=[C:4]([C:8]([O:10][CH2:11][CH3:12])=[O:9])[CH:3]=2)[S:16][CH:17]=1)([CH3:22])[CH3:21]. The yield is 0.460. (3) The reactants are [C:1]([C:3]1[C:11]2[C:6](=[CH:7][CH:8]=[C:9]([C:12]([O:14]C)=[O:13])[CH:10]=2)[NH:5][N:4]=1)#[N:2].OO.NC(N)=[O:20].C(#N)C.ClCCl. The catalyst is CO.[OH-].[Na+].O. The product is [C:1]([C:3]1[C:11]2[C:6](=[CH:7][CH:8]=[C:9]([C:12]([OH:14])=[O:13])[CH:10]=2)[NH:5][N:4]=1)(=[O:20])[NH2:2]. The yield is 0.770. (4) The reactants are CC([O-])(C)C.[K+].CC1C=CC(S([CH2:17][N+:18]#[C-])(=O)=O)=CC=1.[Cl:20][C:21]1[CH:22]=[C:23]([CH:26]=[CH:27][C:28]=1[O:29][CH3:30])[CH:24]=O.CO. The catalyst is C1COCC1.O. The product is [Cl:20][C:21]1[CH:22]=[C:23]([CH2:24][C:17]#[N:18])[CH:26]=[CH:27][C:28]=1[O:29][CH3:30]. The yield is 0.830. (5) The reactants are CC(C)=CCN1C=C[C:7]([N+:10]([O-:12])=[O:11])=[N:6]1.C[N+:15]1([O-])[CH2:20][CH2:19][O:18][CH2:17][CH2:16]1.[CH3:22][C:23]([CH3:25])=[O:24].O. The catalyst is C(OCC)(=O)C.[Os](=O)(=O)(=O)=O.O. The product is [CH3:22][C:23]([OH:24])([CH3:25])[CH:19]([OH:18])[CH2:20][N:15]1[CH:16]=[CH:17][C:7]([N+:10]([O-:12])=[O:11])=[N:6]1. The yield is 0.760.